Dataset: Full USPTO retrosynthesis dataset with 1.9M reactions from patents (1976-2016). Task: Predict the reactants needed to synthesize the given product. (1) Given the product [C:11]1([CH3:14])[CH:12]=[CH:13][C:8]([C:5]2[O:4][C:3]([CH2:2][S:34][C:23]3[N:22]([C:17]4[CH:18]=[CH:19][CH:20]=[CH:21][C:16]=4[Cl:15])[C:26]([C:27]4[CH:32]=[CH:31][N:30]=[C:29]([Cl:33])[CH:28]=4)=[N:25][N:24]=3)=[N:7][N:6]=2)=[CH:9][CH:10]=1, predict the reactants needed to synthesize it. The reactants are: Cl[CH2:2][C:3]1[O:4][C:5]([C:8]2[CH:13]=[CH:12][C:11]([CH3:14])=[CH:10][CH:9]=2)=[N:6][N:7]=1.[Cl:15][C:16]1[CH:21]=[CH:20][CH:19]=[CH:18][C:17]=1[N:22]1[C:26]([C:27]2[CH:32]=[CH:31][N:30]=[C:29]([Cl:33])[CH:28]=2)=[N:25][N:24]=[C:23]1[SH:34].C([O-])([O-])=O.[K+].[K+]. (2) Given the product [OH:41][CH2:35][CH2:34][NH:36][C:39]([C:2]1[N:3]=[CH:4][C:5]([O:32][CH3:33])=[C:6]2[C:10]([C:11](=[O:31])[C:12](=[O:13])[N:14]3[CH2:15][CH2:16][N:17]([C:20]4[N:24]([C:25]5[CH:26]=[CH:27][CH:28]=[CH:29][CH:30]=5)[N:23]=[N:22][N:21]=4)[CH2:18][CH2:19]3)=[CH:9][NH:8][C:7]=12)=[O:43], predict the reactants needed to synthesize it. The reactants are: Cl[C:2]1[N:3]=[CH:4][C:5]([O:32][CH3:33])=[C:6]2[C:10]([C:11](=[O:31])[C:12]([N:14]3[CH2:19][CH2:18][N:17]([C:20]4[N:24]([C:25]5[CH:30]=[CH:29][CH:28]=[CH:27][CH:26]=5)[N:23]=[N:22][N:21]=4)[CH2:16][CH2:15]3)=[O:13])=[CH:9][NH:8][C:7]=12.[CH2:34]([N:36]([CH2:39]C)CC)[CH3:35].[OH2:41].C(CN)[OH:43]. (3) Given the product [F:16][C:10]1[CH:9]=[C:8]([C:5]2[CH:6]=[N:7][C:2]3[N:3]([C:18]([CH2:28][C:29]4[CH:30]=[C:31]5[C:36](=[CH:37][CH:38]=4)[N:35]=[CH:34][CH:33]=[CH:32]5)=[CH:19][N:1]=3)[N:4]=2)[CH:15]=[CH:14][C:11]=1[C:12]#[N:13], predict the reactants needed to synthesize it. The reactants are: [NH2:1][C:2]1[N:3]=[N:4][C:5]([C:8]2[CH:15]=[CH:14][C:11]([C:12]#[N:13])=[C:10]([F:16])[CH:9]=2)=[CH:6][N:7]=1.Cl[CH:18]([CH2:28][C:29]1[CH:30]=[C:31]2[C:36](=[CH:37][CH:38]=1)[N:35]=[CH:34][CH:33]=[CH:32]2)[CH:19](N1C(=O)CCC1=O)O. (4) Given the product [NH2:1][S:2]([C:5]1[CH:6]=[CH:7][C:8]([CH2:11][CH2:12][N:13]([CH2:14][C:15]2[CH:16]=[C:17]([C:21]3[CH:26]=[CH:25][CH:24]=[C:23]([C:27]([NH:29][CH2:30][CH2:31][N:32]4[CH2:36][CH2:35][CH2:34][CH2:33]4)=[O:28])[CH:22]=3)[CH:18]=[CH:19][CH:20]=2)[C:37](=[O:46])/[CH:38]=[CH:39]/[C:40]2[CH:45]=[CH:44][CH:43]=[CH:42][CH:41]=2)=[CH:9][CH:10]=1)(=[O:4])=[O:3], predict the reactants needed to synthesize it. The reactants are: [NH2:1][S:2]([C:5]1[CH:10]=[CH:9][C:8]([CH2:11][CH2:12][NH:13][CH2:14][C:15]2[CH:16]=[C:17]([C:21]3[CH:26]=[CH:25][CH:24]=[C:23]([C:27]([NH:29][CH2:30][CH2:31][N:32]4[CH2:36][CH2:35][CH2:34][CH2:33]4)=[O:28])[CH:22]=3)[CH:18]=[CH:19][CH:20]=2)=[CH:7][CH:6]=1)(=[O:4])=[O:3].[C:37](O)(=[O:46])/[CH:38]=[CH:39]/[C:40]1[CH:45]=[CH:44][CH:43]=[CH:42][CH:41]=1.C(N=C=NCCCN(C)C)C.ON1C2C=CC=CC=2N=N1.